From a dataset of Drug-target binding data from BindingDB using IC50 measurements. Regression. Given a target protein amino acid sequence and a drug SMILES string, predict the binding affinity score between them. We predict pIC50 (pIC50 = -log10(IC50 in M); higher means more potent). Dataset: bindingdb_ic50. (1) The compound is COc1cc(C(=O)/C=C/c2cc(O)c(O)c([N+](=O)[O-])c2)cc(OC)c1OC. The target protein (P80041) has sequence MNASDFRRRGKEMVDYMADYLEGIEGRQVYPDVQPGYLRPLIPATAPQEPDTFEDILQDVEKIIMPGVTHWHSPYFFAYFPTASSYPAMLADMLCGAIGCIGFSWAASPACTELETVMMDWLGKMLQLPEAFLAGEAGEGGGVIQGSASEATLVALLAARTKVVRRLQAASPGLTQGAVLEKLVAYASDQAHSSVERAGLIGGVKLKAIPSDGKFAMRASALQEALERDKAAGLIPFFVVATLGTTSCCSFDNLLEVGPICHEEDIWLHVDAAYAGSAFICPEFRHLLNGVEFADSFNFNPHKWLLVNFDCSAMWVKRRTDLTGAFKLDPVYLKHSHQGSGLITDYRHWQLPLGRRFRSLKMWFVFRMYGVKGLQAYIRKHVQLSHEFEAFVLQDPRFEVCAEVTLGLVCFRLKGSDGLNEALLERINSARKIHLVPCRLRGQFVLRFAICSRKVESGHVRLAWEHIRGLAAELLAAEEGKAEIKS. The pIC50 is 4.3. (2) The drug is O=C(c1ccc(OCCN2CCCCC2)cc1)c1c(-c2ccc(O)cc2)sc2cc(O)ccc12. The target protein (O54754) has sequence MDPIQLLFYVNGQKVVEKNVDPEMMLLPYLRKNLRLTGTKYGCGGGGCGACTVMISRYNPSTKAIRHHPVNACLTPICSLHGTAVTTVEGLGNTRTRLHPIQERIAKCHGTQCGFCTPGMVMSMYALLRNHPEPTLDQLTDALGGNLCRCTGYRPIIDACKTFCKASACCQSKENGVCCLDQEINGLAESQEEDKTSPELFSEEEFLPLDPTQELIFPPELMRIAEKQPPKTRVFYGERVTWISPVTLKELVEAKFKYPQAPIVMGYTSVGPEVKFKGVFHPIIISPDRIEELGVISQARDGLTLGAGLSLDQVKDILADIVQKLPEEKTQTYRALLKHLRTLAGSQIRNMASLGGHIVSRHLDSDLNPLLAVGNCTLNLLSKDGERRIPLSEEFLRKCPEADLKPQEVLVSVNIPWSRKWEFVSAFRQAQRQQNALAIVNSGMRVLFREGGGVIEELSILYGGVGSTIISAKNSCQRLIGRPWNEGMLDTRCRLVLDEV.... The pIC50 is 6.3. (3) The compound is O=c1[nH]c2ccc(Oc3ccc4[nH]c(=O)c(=O)[nH]c4c3)cc2[nH]c1=O. The target protein sequence is SNMGTKNIGKGLTFEDILLVPNYSEVLPREVSLETKLTKNVSLKIPLISSAMDTVTEHLMAVGMARLGGIGIIHKNMDMESQVNEVLKVKNWISNLEKNESTPDQNLDKESTDGKDTKSNNNIDAYSNENLDNKGRLRVGAAIGVNEIERAKLLVEAGVDVIVLDSAHGHSLNIIRTLKEIKSKMNIDVIVGNVVTEEATKELIENGADGIKVGIGPGSICTTRIVAGVGVPQITAIEKCSSVASKFGIPIIADGGIRYSGDIGKALAVGASSVMIGSILAGTEESPGEKELIGDTVYKYYRGMGSVGAMKSGSGDRYFQEKRPENKMVPEGIEGRVKYKGEMEGVVYQLVGGLRSCMGYLGSASIEELWKKSSYVEITTSGLRESHVHDVEIVKEVMNYSK. The pIC50 is 5.2. (4) The drug is O=C(O)c1cnc2cc(OCc3ccc(Oc4ccccc4)cc3)ccc2c1O. The target protein (P00346) has sequence MLSALARPAGAALRRSFSTSXQNNAKVAVLGASGGIGQPLSLLLKNSPLVSRLTLYDIAHTPGVAADLSHIETRATVKGYLGPEQLPDCLKGCDVVVIPAGVPRKPGMTRDDLFNTNATIVATLTAACAQHCPDAMICIISNPVNSTIPITAEVFKKHGVYNPNKIFGVTTLDIVRANAFVAELKGLDPARVSVPVIGGHAGKTIIPLISQCTPKVDFPQDQLSTLTGRIQEAGTEVVKAKAGAGSATLSMAYAGARFVFSLVDAMNGKEGVVECSFVKSQETDCPYFSTPLLLGKKGIEKNLGIGKISPFEEKMIAEAIPELKASIKKGEEFVKNMK. The pIC50 is 5.8. (5) The small molecule is CCCCCCCCCCC#Cc1csc([C@@H](O)[C@@H](N)CO)c1. The target protein (P09217) has sequence MPSRTDPKMDRSGGRVRLKAHYGGDILITSVDPTTTFQDLCEEVRDMCGLHQQHPLTLKWVDSEGDPCTVSSQMELEEAFRLACQGRDEVLIIHVFPSIPEQPGMPCPGEDKSIYRRGARRWRKLYRANGHLFQAKRFNRRAYCGQCSERIWGLARQGYRCINCKLLVHKRCHVLVPLTCRRHMDSVMPSQEPPVDDKNDGVDLPSEETDGIAYISSSRKHDNIKDDSEDLKPVIDGVDGIKISQGLGLQDFDLIRVIGRGSYAKVLLVRLKKNDQIYAMKVVKKELVHDDEDIDWVQTEKHVFEQASSNPFLVGLHSCFQTTSRLFLVIEYVNGGDLMFHMQRQRKLPEEHARFYAAEICIALNFLHERGIIYRDLKLDNVLLDADGHIKLTDYGMCKEGLGPGDTTSTFCGTPNYIAPEILRGEEYGFSVDWWALGVLMFEMMAGRSPFDIITDNPDMNTEDYLFQVILEKPIRIPRFLSVKASHVLKGFLNKDPKER.... The pIC50 is 4.6. (6) The compound is CC(C)C[C@@H](C=O)NC(=O)[C@@H](NC(=O)c1ccc(C=O)o1)C(C)C. The target protein sequence is MAEEFITPVYCTGVSAQVQKQRAKELGLGRHENAIKYLGQDYEQLRVHCLQRGALFRDEAFPPVPQSLGFKELGPNSSKTYGIKWKRPTELFSNPQFIVDGATRTDICQGALGACWLLAAIASLTLNDTLLHRVVPHGQSFQDGYAGIFHFQLWQFGEWVDVVVDDLLPTKDGKLVFVHSAQGNEFWSALLEKAYAKVNGSYEALSGGSTSEGFEDFTGGVTEWYELRKAPSDLYNIILKALERGSLLGCSIDISSILDMEAVTFKKLVKGHAYSVTGAKQVNYQGQMVNLIRMRNPWGEVEWTGAWSDGSSEWNGVDPYVREQLRIKMEDGEFWMSFRDFMREFTRLEICNLTPDALKSQRFRNWNTTLYEGTWRRGSTAGGCRNYPATFWVNPQFKIRLEETDDPDPDDYGGRESGCSFLLALMQKHRRRERRFGRDMETIGFAVYEVPPELVGQPAVHLKRDFFLANASRARSEQFINLREVSTRFRLPPGEYVVVP.... The pIC50 is 6.0. (7) The target protein (Q63645) has sequence MRSLSLAWLLGGITLLAASASCNRTVNAPGPNSKGRSLIGRLDTPPPITGKGAPVEPGFSVDEFSASVLTGKLTTVFLPVIYIIVFVIGLPSNGMALWVFFFRTKKKHPAVIYMANLALADLLSVIWFPLKISYHLHGNDWTYGDALCKVLIGFFYGNMYCSILFMTCLSVQRYWVIVNPMGHSRKRANIAVGVSLAIWLLIFLVTIPLYVMRQTIYIPALNITTCHDVLPEEVLVGDMFSYFLSLAIGVFLFPALLTASAYVLMIKTLRSSAMDEHSEKKRRRAIRLIITVLSMYFICFAPSNVLLVVHYFLIKSQRQSHVYALYLVALCLSTLNSCIDPFVYYFVSKDFRDQARNALLCRSVRTVKRMQISLTSNKFSRKSSSYSSSSTSVKTSY. The drug is CC(C)C[C@H](NC(=O)[C@H](CO)NC(=O)[C@@H](N)Cc1ccccc1)C(=O)N[C@@H](CC(C)C)C(=O)N[C@@H](CCCN=C(N)N)C(=O)N[C@@H](Cc1ccc(O)cc1)C(N)=O. The pIC50 is 4.3.